Predict the product of the given reaction. From a dataset of Forward reaction prediction with 1.9M reactions from USPTO patents (1976-2016). (1) Given the reactants [CH3:1][S:2]([CH2:5][CH2:6][OH:7])(=[O:4])=[O:3].[CH3:8][S:9](Cl)(=[O:11])=[O:10].[CH2:13](N(CC)CC)C, predict the reaction product. The product is: [CH3:1][S:2]([CH2:5][CH2:6][O:7][S:9]([CH2:8][CH3:13])(=[O:11])=[O:10])(=[O:4])=[O:3]. (2) Given the reactants FC1C=CC=CC=1NC(=S)NC1C=CC(C2C=C3C(=CC=2)C(=O)N([C@@H](C(C)C)C(O)=O)C3)=CC=1.[CH3:35][O:36][C:37]1[CH:42]=[CH:41][C:40]([NH:43][C:44](=[S:70])[NH:45][C:46]2[CH:51]=[CH:50][C:49]([C:52]3[CH:53]=[C:54]4[C:58](=[CH:59][CH:60]=3)[C:57](=[O:61])[N:56]([C@@H:62]([CH:67]([CH3:69])[CH3:68])[C:63]([O:65]C)=[O:64])[CH2:55]4)=[CH:48][CH:47]=2)=[CH:39][CH:38]=1, predict the reaction product. The product is: [CH3:35][O:36][C:37]1[CH:42]=[CH:41][C:40]([NH:43][C:44](=[S:70])[NH:45][C:46]2[CH:47]=[CH:48][C:49]([C:52]3[CH:53]=[C:54]4[C:58](=[CH:59][CH:60]=3)[C:57](=[O:61])[N:56]([C@@H:62]([CH:67]([CH3:68])[CH3:69])[C:63]([OH:65])=[O:64])[CH2:55]4)=[CH:50][CH:51]=2)=[CH:39][CH:38]=1.